Dataset: Forward reaction prediction with 1.9M reactions from USPTO patents (1976-2016). Task: Predict the product of the given reaction. (1) Given the reactants [C:1]([C:3]1[CH:4]=[C:5]([CH:25]=[CH:26][C:27]=1[O:28][C:29]1[CH:34]=[CH:33][CH:32]=[C:31]([C:35]([F:38])([F:37])[F:36])[CH:30]=1)[CH2:6][O:7][C:8]1[CH:9]=[C:10]2[N:17](C(OC(C)(C)C)=O)[CH2:16][CH2:15][N:11]2[C:12](=[O:14])[N:13]=1)#[N:2], predict the reaction product. The product is: [O:14]=[C:12]1[N:11]2[CH2:15][CH2:16][NH:17][C:10]2=[CH:9][C:8]([O:7][CH2:6][C:5]2[CH:25]=[CH:26][C:27]([O:28][C:29]3[CH:34]=[CH:33][CH:32]=[C:31]([C:35]([F:37])([F:38])[F:36])[CH:30]=3)=[C:3]([CH:4]=2)[C:1]#[N:2])=[N:13]1. (2) Given the reactants C(OC([N:8]1[CH2:14][CH2:13][CH2:12][N:11]([C:15](=[O:23])[C:16]2[CH:21]=[CH:20][CH:19]=[CH:18][C:17]=2[Br:22])[CH2:10][CH2:9]1)=O)(C)(C)C.[ClH:24].CO, predict the reaction product. The product is: [ClH:24].[Br:22][C:17]1[CH:18]=[CH:19][CH:20]=[CH:21][C:16]=1[C:15]([N:11]1[CH2:12][CH2:13][CH2:14][NH:8][CH2:9][CH2:10]1)=[O:23]. (3) Given the reactants [NH2:1][C:2]1[CH:3]=[CH:4][C:5]([O:8][C:9](=[O:18])[N:10]([CH3:17])[C:11]2[CH:16]=[CH:15][CH:14]=[CH:13][CH:12]=2)=[N:6][CH:7]=1.Cl.[CH3:20][N:21]([CH3:31])[C:22]1[CH:23]=[C:24]([CH:28]=[CH:29][CH:30]=1)[C:25](Cl)=[O:26].C(N(CC)CC)C, predict the reaction product. The product is: [CH3:20][N:21]([CH3:31])[C:22]1[CH:23]=[C:24]([CH:28]=[CH:29][CH:30]=1)[C:25]([NH:1][C:2]1[CH:3]=[CH:4][C:5]([O:8][C:9](=[O:18])[N:10]([CH3:17])[C:11]2[CH:16]=[CH:15][CH:14]=[CH:13][CH:12]=2)=[N:6][CH:7]=1)=[O:26]. (4) Given the reactants [F:1][C:2]1[CH:3]=[C:4]([C:12]2[C:13]3[CH2:20][CH2:19][CH:18]([CH2:21][C:22](O)=[O:23])[C:14]=3[CH:15]=[N:16][CH:17]=2)[CH:5]=[CH:6][C:7]=1[C:8]([F:11])([F:10])[F:9].FC1C=C(C2C3C(CC(O)=O)CCC=3[CH:39]=[N:40]C=2)C=CC=1C(F)(F)F.C(N(CC)C(C)C)(C)C.CN(C(ON1N=NC2C=CC=NC1=2)=[N+](C)C)C.F[P-](F)(F)(F)(F)F.CN, predict the reaction product. The product is: [F:1][C:2]1[CH:3]=[C:4]([C:12]2[C:13]3[CH2:20][CH2:19][CH:18]([CH2:21][C:22]([NH:40][CH3:39])=[O:23])[C:14]=3[CH:15]=[N:16][CH:17]=2)[CH:5]=[CH:6][C:7]=1[C:8]([F:11])([F:9])[F:10]. (5) Given the reactants C[Si]([C:5]#[C:6][C:7]1[CH2:8][CH2:9][N:10]([C:13]([O:15][C:16]([CH3:19])([CH3:18])[CH3:17])=[O:14])[CH2:11][CH:12]=1)(C)C.[F-].[K+].O, predict the reaction product. The product is: [C:6]([C:7]1[CH2:12][CH2:11][N:10]([C:13]([O:15][C:16]([CH3:19])([CH3:18])[CH3:17])=[O:14])[CH2:9][CH:8]=1)#[CH:5]. (6) Given the reactants Cl[C:2]1[C:7]2[CH2:8][CH2:9][CH2:10][C:6]=2[N:5]=[C:4]([CH2:11][CH:12]2[CH2:16][CH2:15][CH2:14][CH2:13]2)[N:3]=1.[CH3:17][O:18][C:19]([C:21]1([C:26]2[CH:31]=[CH:30][C:29]([NH2:32])=[CH:28][CH:27]=2)[CH2:25][CH2:24][CH2:23][CH2:22]1)=[O:20], predict the reaction product. The product is: [CH3:17][O:18][C:19]([C:21]1([C:26]2[CH:27]=[CH:28][C:29]([NH:32][C:2]3[C:7]4[CH2:8][CH2:9][CH2:10][C:6]=4[N:5]=[C:4]([CH2:11][CH:12]4[CH2:16][CH2:15][CH2:14][CH2:13]4)[N:3]=3)=[CH:30][CH:31]=2)[CH2:22][CH2:23][CH2:24][CH2:25]1)=[O:20]. (7) Given the reactants [NH:1]1[C:9]2[C:4](=[CH:5][C:6]([NH:10][C:11]3[C:20]4[C:15](=[CH:16][CH:17]=[CH:18][CH:19]=4)[N:14]=[C:13]([C:21]4[CH:22]=[C:23]([CH:29]=[CH:30][CH:31]=4)[O:24][CH2:25][C:26](O)=[O:27])[N:12]=3)=[CH:7][CH:8]=2)[CH:3]=[N:2]1.C1C[N:35]([P+](ON2N=NC3C=CC=CC2=3)(N2CCCC2)N2CCCC2)[CH2:34][CH2:33]1.F[P-](F)(F)(F)(F)F.CCN(C(C)C)C(C)C.Cl.C(N)C, predict the reaction product. The product is: [NH:1]1[C:9]2[C:4](=[CH:5][C:6]([NH:10][C:11]3[C:20]4[C:15](=[CH:16][CH:17]=[CH:18][CH:19]=4)[N:14]=[C:13]([C:21]4[CH:22]=[C:23]([CH:29]=[CH:30][CH:31]=4)[O:24][CH2:25][C:26]([NH:35][CH2:34][CH3:33])=[O:27])[N:12]=3)=[CH:7][CH:8]=2)[CH:3]=[N:2]1.